This data is from Catalyst prediction with 721,799 reactions and 888 catalyst types from USPTO. The task is: Predict which catalyst facilitates the given reaction. (1) Reactant: [CH3:1][C:2]1[CH:7]=[CH:6][CH:5]=[C:4]([N+:8]([O-:10])=[O:9])[C:3]=1[NH2:11].[H-].[Na+].Cl[C:15]1[N:24]=[CH:23][C:22]2[N:21]=[C:20]([C:25]3[C:30]([Cl:31])=[C:29]([O:32][CH3:33])[CH:28]=[C:27]([O:34][CH3:35])[C:26]=3[Cl:36])[C:19](=[O:37])[N:18]([CH3:38])[C:17]=2[N:16]=1. Product: [Cl:31][C:30]1[C:29]([O:32][CH3:33])=[CH:28][C:27]([O:34][CH3:35])=[C:26]([Cl:36])[C:25]=1[C:20]1[C:19](=[O:37])[N:18]([CH3:38])[C:17]2[N:16]=[C:15]([NH:11][C:3]3[C:4]([N+:8]([O-:10])=[O:9])=[CH:5][CH:6]=[CH:7][C:2]=3[CH3:1])[N:24]=[CH:23][C:22]=2[N:21]=1. The catalyst class is: 9. (2) Reactant: [CH3:1][C:2]1[CH:7]=[CH:6][CH:5]=[C:4]([CH3:8])[C:3]=1[N:9]1[C:13](=[O:14])[CH2:12][C@:11]([CH:18]([CH3:20])[CH3:19])([C:15](O)=[O:16])[CH2:10]1.CS(Cl)(=O)=O.C(N(C(C)C)CC)(C)C.[CH:35]1([C:38]2[CH:39]=[C:40]([NH2:48])[CH:41]=[C:42]([C:44]([F:47])([F:46])[F:45])[CH:43]=2)[CH2:37][CH2:36]1. Product: [CH:35]1([C:38]2[CH:39]=[C:40]([NH:48][C:15]([C@@:11]3([CH:18]([CH3:19])[CH3:20])[CH2:12][C:13](=[O:14])[N:9]([C:3]4[C:4]([CH3:8])=[CH:5][CH:6]=[CH:7][C:2]=4[CH3:1])[CH2:10]3)=[O:16])[CH:41]=[C:42]([C:44]([F:46])([F:47])[F:45])[CH:43]=2)[CH2:36][CH2:37]1. The catalyst class is: 1. (3) Reactant: I[C:2]1[CH:3]=[C:4]2[C:9](=[CH:10][C:11]=1[O:12][CH3:13])[O:8][CH:7]([C:14]([F:17])([F:16])[F:15])[C:6]([C:18]([O:20][CH2:21][CH3:22])=[O:19])=[CH:5]2.[CH2:23]([Sn](CCCC)(CCCC)C=C)[CH2:24]CC.[F-].[NH4+]. Product: [CH3:13][O:12][C:11]1[CH:10]=[C:9]2[C:4]([CH:5]=[C:6]([C:18]([O:20][CH2:21][CH3:22])=[O:19])[CH:7]([C:14]([F:17])([F:16])[F:15])[O:8]2)=[CH:3][C:2]=1[CH:23]=[CH2:24]. The catalyst class is: 11. (4) Reactant: [F:1][C:2]1[C:7]([F:8])=[CH:6][CH:5]=[CH:4][C:3]=1[C:9]1([OH:14])[CH2:13][CH2:12][NH:11][CH2:10]1.C(=O)([O-])[O-].[K+].[K+].Br[CH2:22][CH2:23][O:24][CH3:25].[Cr]([O-])([O-])(=O)=O.C(O)(=O)C(O)=O. Product: [F:1][C:2]1[C:7]([F:8])=[CH:6][CH:5]=[CH:4][C:3]=1[C:9]1([OH:14])[CH2:13][CH2:12][N:11]([CH2:22][CH2:23][O:24][CH3:25])[CH2:10]1. The catalyst class is: 10. (5) Reactant: CC(N(C)C)=[O:3].[CH3:7][O:8][C:9]1[CH:10]=[CH:11][CH:12]=[CH:13][C:14]=1[O:15][CH2:16][CH2:17][NH:18][CH2:19][CH:20]([OH:36])[CH2:21][O:22][C:23]1[CH:24]=[CH:25][CH:26]=[C:27]2[NH:35][C:34]3[CH:33]=[CH:32][CH:31]=[CH:30][C:29]=3[C:28]=12.[P:37](=[O:41])([OH:40])([OH:39])[OH:38]. Product: [CH3:7][O:8][C:9]1[C:14]([O:15][CH2:16][CH2:17][NH:18][CH2:19][CH:20]([OH:36])[CH2:21][O:22][C:23]2[C:28]3[C:29]4[C:34]([NH:35][C:27]=3[CH:26]=[CH:25][CH:24]=2)=[CH:33][CH:32]=[CH:31][CH:30]=4)=[CH:13][CH:12]=[CH:11][CH:10]=1.[CH3:7][O:8][C:9]1[C:14]([O:15][CH2:16][CH2:17][NH:18][CH2:19][CH:20]([OH:36])[CH2:21][O:22][C:23]2[C:28]3[C:29]4[C:34]([NH:35][C:27]=3[CH:26]=[CH:25][CH:24]=2)=[CH:33][CH:32]=[CH:31][CH:30]=4)=[CH:13][CH:12]=[CH:11][CH:10]=1.[OH2:3].[OH:39][P:37]([OH:41])([OH:40])=[O:38].[OH:39][P:37]([OH:41])([OH:40])=[O:38]. The catalyst class is: 6. (6) Reactant: [Br:1][C:2]1[CH:7]=[CH:6][C:5]([OH:8])=[CH:4][CH:3]=1.C(=O)([O-])[O-].[K+].[K+].[CH2:15](Br)[C:16]1[CH:21]=[CH:20][CH:19]=[CH:18][CH:17]=1. Product: [CH2:15]([O:8][C:5]1[CH:6]=[CH:7][C:2]([Br:1])=[CH:3][CH:4]=1)[C:16]1[CH:21]=[CH:20][CH:19]=[CH:18][CH:17]=1. The catalyst class is: 10. (7) Reactant: [OH:1][C:2]1[CH:14]=[C:13]([CH3:15])[C:5]2[C:6]([CH2:9][C:10]([OH:12])=[O:11])=[CH:7][O:8][C:4]=2[CH:3]=1. Product: [OH:1][C:2]1[CH:14]=[C:13]([CH3:15])[C:5]2[CH:6]([CH2:9][C:10]([OH:12])=[O:11])[CH2:7][O:8][C:4]=2[CH:3]=1. The catalyst class is: 129. (8) The catalyst class is: 56. Reactant: Br[CH2:2][C:3]#[N:4].[Cl:5][C:6]1[CH:7]=[CH:8][C:9]2[CH2:10][NH:11][CH2:12][CH:13]([C:17]3[CH:22]=[CH:21][CH:20]=[CH:19][CH:18]=3)[O:14][C:15]=2[N:16]=1. Product: [Cl:5][C:6]1[CH:7]=[CH:8][C:9]2[CH2:10][N:11]([CH2:2][C:3]#[N:4])[CH2:12][CH:13]([C:17]3[CH:22]=[CH:21][CH:20]=[CH:19][CH:18]=3)[O:14][C:15]=2[N:16]=1. (9) Reactant: [Cl:1][C:2]1[CH:10]=[C:9]2[C:5]([CH:6]=[N:7][NH:8]2)=[CH:4][C:3]=1[C:11]1[N:15]=[C:14]([C:16]2[CH:17]=[N:18][C:19]([O:23][CH:24]([CH3:26])[CH3:25])=[C:20]([Cl:22])[CH:21]=2)[O:13][N:12]=1.C(=O)([O-])[O-].[Cs+].[Cs+].Br[CH2:34][CH2:35][CH2:36][C:37]([O:39][CH2:40][CH3:41])=[O:38]. Product: [Cl:1][C:2]1[CH:10]=[C:9]2[C:5]([CH:6]=[N:7][N:8]2[CH2:34][CH2:35][CH2:36][C:37]([O:39][CH2:40][CH3:41])=[O:38])=[CH:4][C:3]=1[C:11]1[N:15]=[C:14]([C:16]2[CH:17]=[N:18][C:19]([O:23][CH:24]([CH3:26])[CH3:25])=[C:20]([Cl:22])[CH:21]=2)[O:13][N:12]=1. The catalyst class is: 3. (10) Reactant: [N:1]#[C:2][NH2:3].[CH3:4][O-].[Na+].[Cl:7][C:8]1[CH:13]=[C:12]([N:14]=[C:15]=[S:16])[CH:11]=[C:10]([Cl:17])[C:9]=1[C:18]1[CH2:23][CH2:22][N:21]([C:24]([O:26][C:27]([CH3:30])([CH3:29])[CH3:28])=[O:25])[CH2:20][CH:19]=1.CI. Product: [Cl:7][C:8]1[CH:13]=[C:12](/[N:14]=[C:15](/[NH:1][C:2]#[N:3])\[S:16][CH3:4])[CH:11]=[C:10]([Cl:17])[C:9]=1[C:18]1[CH2:23][CH2:22][N:21]([C:24]([O:26][C:27]([CH3:30])([CH3:29])[CH3:28])=[O:25])[CH2:20][CH:19]=1. The catalyst class is: 5.